Predict which catalyst facilitates the given reaction. From a dataset of Catalyst prediction with 721,799 reactions and 888 catalyst types from USPTO. (1) Reactant: [F:1][C:2]1[CH:7]=[C:6]([OH:8])[CH:5]=[C:4]([F:9])[C:3]=1[N:10]1[CH2:15][CH2:14][N:13]([C:16](=[O:18])[CH3:17])[CH2:12][CH2:11]1.[N:19]1([CH2:25][CH2:26]O)[CH2:24][CH2:23][CH2:22][CH2:21][CH2:20]1.C1C=CC(P(C2C=CC=CC=2)C2C=CC=CC=2)=CC=1.CC(OC(/N=N/C(OC(C)C)=O)=O)C. Product: [F:9][C:4]1[CH:5]=[C:6]([O:8][CH2:26][CH2:25][N:19]2[CH2:24][CH2:23][CH2:22][CH2:21][CH2:20]2)[CH:7]=[C:2]([F:1])[C:3]=1[N:10]1[CH2:15][CH2:14][N:13]([C:16](=[O:18])[CH3:17])[CH2:12][CH2:11]1. The catalyst class is: 1. (2) Reactant: [CH3:1][C:2]1[CH:9]=[CH:8][C:5]([C:6]#[N:7])=[C:4]([C:10]([N:12]2[CH2:17][CH2:16][CH2:15][C@@H:14]([CH3:18])[C@H:13]2[CH2:19][NH:20][C:21]2[CH:26]=[CH:25][C:24]([C:27]([F:30])([F:29])[F:28])=[CH:23][N:22]=2)=[O:11])[CH:3]=1.[Si]([N:35]=[N+:36]=[N-:37])(C)(C)C. Product: [CH3:18][C@@H:14]1[CH2:15][CH2:16][CH2:17][N:12]([C:10]([C:4]2[CH:3]=[C:2]([CH3:1])[CH:9]=[CH:8][C:5]=2[C:6]2[N:35]=[N:36][NH:37][N:7]=2)=[O:11])[C@@H:13]1[CH2:19][NH:20][C:21]1[CH:26]=[CH:25][C:24]([C:27]([F:29])([F:30])[F:28])=[CH:23][N:22]=1. The catalyst class is: 11. (3) Reactant: [C:1]([O:5][C:6]([N:8]1[CH2:12][CH2:11][C:10]([OH:14])([CH3:13])[CH2:9]1)=[O:7])([CH3:4])([CH3:3])[CH3:2].[C:15](Cl)([Cl:17])=[O:16]. Product: [C:1]([O:5][C:6]([N:8]1[CH2:12][CH2:11][C:10]([O:14][C:15]([Cl:17])=[O:16])([CH3:13])[CH2:9]1)=[O:7])([CH3:4])([CH3:2])[CH3:3]. The catalyst class is: 182. (4) Reactant: [CH2:1]([C:5]1[CH:6]=[C:7]2[C:12](=[C:13]([O:15][CH:16]3[CH2:21][CH2:20][N:19]([CH2:22][CH2:23][N:24]4C(=O)C5C(=CC=CC=5)C4=O)[CH2:18][CH2:17]3)[CH:14]=1)[N:11]=[CH:10][CH:9]=[CH:8]2)[CH2:2][CH2:3][CH3:4].O.NN. Product: [CH2:1]([C:5]1[CH:6]=[C:7]2[C:12](=[C:13]([O:15][CH:16]3[CH2:21][CH2:20][N:19]([CH2:22][CH2:23][NH2:24])[CH2:18][CH2:17]3)[CH:14]=1)[N:11]=[CH:10][CH:9]=[CH:8]2)[CH2:2][CH2:3][CH3:4]. The catalyst class is: 8. (5) The catalyst class is: 12. Reactant: Cl.[NH:2]1[CH2:7][CH2:6][CH:5]=[C:4]([C:8]([O:10][CH3:11])=[O:9])[CH2:3]1.[CH2:12]1[C:26]2[C:21](=[CH:22][CH:23]=[CH:24][CH:25]=2)[CH:20](Cl)[C:19]2[C:14](=[CH:15][CH:16]=[CH:17][CH:18]=2)[CH2:13]1.[I-].[Na+].C(N(CC)CC)C. Product: [CH:15]1[C:14]2[CH2:13][CH2:12][C:26]3[CH:25]=[CH:24][CH:23]=[CH:22][C:21]=3[CH:20]([N:2]3[CH2:7][CH2:6][CH:5]=[C:4]([C:8]([O:10][CH3:11])=[O:9])[CH2:3]3)[C:19]=2[CH:18]=[CH:17][CH:16]=1. (6) Reactant: [OH:1][C:2]1[CH:3]=[C:4]([CH:9]=[C:10]([O:12][C:13]2[CH:18]=[CH:17][C:16]([C:19]3[O:20][C:21]([CH3:24])=[N:22][N:23]=3)=[CH:15][CH:14]=2)[CH:11]=1)[C:5]([O:7][CH3:8])=[O:6].O[C@@H:26]1[CH2:30][CH2:29][NH:28][C:27]1=[O:31].C1(P(C2C=CC=CC=2)C2C=CC=CC=2)C=CC=CC=1.N(C(OC(C)C)=O)=NC(OC(C)C)=O. Product: [CH3:24][C:21]1[O:20][C:19]([C:16]2[CH:15]=[CH:14][C:13]([O:12][C:10]3[CH:9]=[C:4]([CH:3]=[C:2]([O:1][C@H:26]4[CH2:30][CH2:29][NH:28][C:27]4=[O:31])[CH:11]=3)[C:5]([O:7][CH3:8])=[O:6])=[CH:18][CH:17]=2)=[N:23][N:22]=1. The catalyst class is: 1.